The task is: Predict the reactants needed to synthesize the given product.. This data is from Full USPTO retrosynthesis dataset with 1.9M reactions from patents (1976-2016). (1) Given the product [NH2:21][CH2:20][C@@H:4]1[O:3][C:2](=[O:1])[N:6]([C:7]2[CH:12]=[CH:11][C:10]([N:13]3[CH2:18][CH2:17][O:16][CH2:15][C:14]3=[O:19])=[CH:9][CH:8]=2)[CH2:5]1, predict the reactants needed to synthesize it. The reactants are: [O:1]=[C:2]1[N:6]([C:7]2[CH:12]=[CH:11][C:10]([N:13]3[CH2:18][CH2:17][O:16][CH2:15][C:14]3=[O:19])=[CH:9][CH:8]=2)[CH2:5][C@H:4]([CH2:20][N:21]2C(=O)C3C(=CC=CC=3)C2=O)[O:3]1.C(Cl)(Cl)=O.C(N1C=CN=C1)(N1C=CN=C1)=O. (2) Given the product [C:45]([O:44][C@@H:9]([C:10]1[C:35]([CH3:36])=[CH:34][C:13]2[N:14]=[C:15]([C:17]3[C:18](=[O:33])[N:19]([C:23]4[CH:24]=[C:25]5[C:29](=[CH:30][CH:31]=4)[N:28]([CH3:32])[N:27]=[CH:26]5)[CH:20]=[CH:21][CH:22]=3)[S:16][C:12]=2[C:11]=1[C:37]1[CH:38]=[CH:39][C:40]([Cl:43])=[CH:41][CH:42]=1)[CH2:8][OH:7])([CH3:48])([CH3:46])[CH3:47], predict the reactants needed to synthesize it. The reactants are: C([O:7][CH2:8][C@@H:9]([O:44][C:45]([CH3:48])([CH3:47])[CH3:46])[C:10]1[C:35]([CH3:36])=[CH:34][C:13]2[N:14]=[C:15]([C:17]3[C:18](=[O:33])[N:19]([C:23]4[CH:24]=[C:25]5[C:29](=[CH:30][CH:31]=4)[N:28]([CH3:32])[N:27]=[CH:26]5)[CH:20]=[CH:21][CH:22]=3)[S:16][C:12]=2[C:11]=1[C:37]1[CH:42]=[CH:41][C:40]([Cl:43])=[CH:39][CH:38]=1)(=O)C(C)(C)C.[OH-].[Na+]. (3) Given the product [CH3:25][NH:26][C:27]1[C:2]2[CH2:8][CH2:7][O:6][C:5]3[CH:9]=[C:10]([N:13]4[CH2:17][C@H:16]([CH2:18][NH:19][C:20](=[O:22])[CH3:21])[O:15][C:14]4=[O:23])[CH:11]=[CH:12][C:4]=3[C:3]=2[NH:29][N:28]=1, predict the reactants needed to synthesize it. The reactants are: Br[CH:2]1[CH2:8][CH2:7][O:6][C:5]2[CH:9]=[C:10]([N:13]3[CH2:17][C@H:16]([CH2:18][NH:19][C:20](=[O:22])[CH3:21])[O:15][C:14]3=[O:23])[CH:11]=[CH:12][C:4]=2[C:3]1=O.[CH3:25][NH:26][C:27](=S)[NH:28][NH2:29]. (4) The reactants are: CC1C=C(C)C=C(C)C=1S([O-])(=O)=O.[NH2:14][N+:15]1[CH:20]=[CH:19][C:18]([CH3:21])=[CH:17][C:16]=1[O:22][CH2:23][C:24]1[C:29]([F:30])=[CH:28][CH:27]=[CH:26][C:25]=1[F:31].[CH:32]1([C:35]#[C:36][C:37]([O:39][CH3:40])=[O:38])[CH2:34][CH2:33]1.C(=O)([O-])[O-].[K+].[K+].O. Given the product [CH:32]1([C:35]2[C:36]([C:37]([O:39][CH3:40])=[O:38])=[C:20]3[CH:19]=[C:18]([CH3:21])[CH:17]=[C:16]([O:22][CH2:23][C:24]4[C:25]([F:31])=[CH:26][CH:27]=[CH:28][C:29]=4[F:30])[N:15]3[N:14]=2)[CH2:34][CH2:33]1, predict the reactants needed to synthesize it. (5) Given the product [F:1][C:2]1[C:3]([F:21])=[C:4]2[O:8][C:7]([CH3:9])=[CH:6][C:5]2=[C:10]([CH:19]=[O:20])[C:11]=1[OH:12], predict the reactants needed to synthesize it. The reactants are: [F:1][C:2]1[C:3]([F:21])=[C:4]2[O:8][C:7]([CH3:9])=[CH:6][C:5]2=[C:10]([CH:19]=[O:20])[C:11]=1[O:12]COCCOC.Cl. (6) The reactants are: [C:1]1([CH3:19])[CH:6]=[CH:5][CH:4]=[CH:3][C:2]=1[C:7]1[CH:12]=[CH:11][N:10]=[CH:9][C:8]=1[NH:13][CH2:14][C:15]([F:18])([F:17])[F:16].[F:20][C:21]([F:36])([F:35])[C:22]1[CH:23]=[C:24]([CH:28]=[C:29]([C:31]([F:34])([F:33])[F:32])[N:30]=1)[C:25](O)=[O:26]. Given the product [C:1]1([CH3:19])[CH:6]=[CH:5][CH:4]=[CH:3][C:2]=1[C:7]1[CH:12]=[CH:11][N:10]=[CH:9][C:8]=1[N:13]([CH2:14][C:15]([F:16])([F:17])[F:18])[C:25](=[O:26])[C:24]1[CH:28]=[C:29]([C:31]([F:32])([F:33])[F:34])[N:30]=[C:22]([C:21]([F:36])([F:20])[F:35])[CH:23]=1, predict the reactants needed to synthesize it.